Task: Regression/Classification. Given a drug SMILES string, predict its absorption, distribution, metabolism, or excretion properties. Task type varies by dataset: regression for continuous measurements (e.g., permeability, clearance, half-life) or binary classification for categorical outcomes (e.g., BBB penetration, CYP inhibition). Dataset: cyp2c9_veith.. Dataset: CYP2C9 inhibition data for predicting drug metabolism from PubChem BioAssay The drug is CO[C@@H]1COC(=O)C/C=C\[C@H](C)[C@@H](OC)COC(=O)[C@H](Cc2ccccc2)NC(=O)C/C=C\[C@H]1C. The result is 0 (non-inhibitor).